From a dataset of Catalyst prediction with 721,799 reactions and 888 catalyst types from USPTO. Predict which catalyst facilitates the given reaction. (1) Reactant: [C:1]([O:5][C:6]([N:8]1[C:16]2[CH:15]=[C:14](Cl)[N:13]=[CH:12][C:11]=2[C:10]([CH3:19])([CH3:18])[CH2:9]1)=[O:7])([CH3:4])([CH3:3])[CH3:2].[NH:20]1[CH2:24][CH2:23][CH2:22][C:21]1=[O:25].CC1(C)C2C=CC=C(P(C3C=CC=CC=3)C3C=CC=CC=3)C=2OC2C1=CC=CC=2P(C1C=CC=CC=1)C1C=CC=CC=1.C(=O)([O-])[O-].[Cs+].[Cs+]. Product: [C:1]([O:5][C:6]([N:8]1[C:16]2[CH:15]=[C:14]([N:20]3[CH2:24][CH2:23][CH2:22][C:21]3=[O:25])[N:13]=[CH:12][C:11]=2[C:10]([CH3:19])([CH3:18])[CH2:9]1)=[O:7])([CH3:4])([CH3:3])[CH3:2]. The catalyst class is: 62. (2) Reactant: [C:1]([N:4]([CH2:11][C:12]1[CH:17]=[CH:16][C:15]([C:18]2[CH:30]=[CH:29][C:21]3[N:22]([CH2:25][CH:26]4[CH2:28][CH2:27]4)[N:23]=[N:24][C:20]=3[C:19]=2[C:31]([F:34])([F:33])[F:32])=[CH:14][CH:13]=1)[CH2:5][C:6]([O:8]CC)=O)(=[O:3])[NH2:2]. Product: [CH:26]1([CH2:25][N:22]2[C:21]3[CH:29]=[CH:30][C:18]([C:15]4[CH:16]=[CH:17][C:12]([CH2:11][N:4]5[CH2:5][C:6](=[O:8])[NH:2][C:1]5=[O:3])=[CH:13][CH:14]=4)=[C:19]([C:31]([F:32])([F:33])[F:34])[C:20]=3[N:24]=[N:23]2)[CH2:28][CH2:27]1. The catalyst class is: 46. (3) Reactant: [CH3:1][C:2]([NH:25][C:26](=O)[O:27]C(C)(C)C)([CH3:24])[C:3](=[O:23])[NH:4][C:5]1[CH:6]=[N:7][C:8]([O:11][C:12]2[C:17]3[C:18]4([CH2:21][O:22][C:16]=3[CH:15]=[CH:14][CH:13]=2)[CH2:20][CH2:19]4)=[CH:9][CH:10]=1.ClC(Cl)(OC(=O)OC(Cl)(Cl)Cl)Cl. Product: [CH3:24][C:2]1([CH3:1])[NH:25][C:26](=[O:27])[N:4]([C:5]2[CH:6]=[N:7][C:8]([O:11][C:12]3[C:17]4[C:18]5([CH2:21][O:22][C:16]=4[CH:15]=[CH:14][CH:13]=3)[CH2:19][CH2:20]5)=[CH:9][CH:10]=2)[C:3]1=[O:23]. The catalyst class is: 4. (4) Reactant: [F:1][C:2]1[CH:7]=[CH:6][C:5]([CH:8]([OH:24])[CH:9]([CH2:13][C:14]2[CH:19]=[CH:18][CH:17]=[C:16]([O:20][CH:21]([CH3:23])[CH3:22])[CH:15]=2)C(O)=O)=[CH:4][CH:3]=1.C1(P(N=[N+]=[N-])(C2C=CC=CC=2)=[O:32])C=CC=CC=1.C([N:44]([CH2:47]C)CC)C. Product: [F:1][C:2]1[CH:3]=[CH:4][C:5]([CH:8]2[O:24][C:47](=[O:32])[NH:44][CH:9]2[CH2:13][C:14]2[CH:19]=[CH:18][CH:17]=[C:16]([O:20][CH:21]([CH3:22])[CH3:23])[CH:15]=2)=[CH:6][CH:7]=1. The catalyst class is: 7. (5) Reactant: [CH3:1][C:2]1[CH:8]=[C:7]([Br:9])[C:6]([Cl:10])=[CH:5][C:3]=1N.N([O-])=O.[Na+].[Cu][C:16]#[N:17].[C-]#N.[Na+]. Product: [CH3:1][C:2]1[CH:8]=[C:7]([Br:9])[C:6]([Cl:10])=[CH:5][C:3]=1[C:16]#[N:17]. The catalyst class is: 126. (6) Reactant: [F:1][C:2]1[CH:3]=[C:4]2[C:9](=[CH:10][CH:11]=1)[N:8]=[CH:7][CH:6]=[C:5]2[N:12]1[CH2:17][CH2:16][CH:15]([CH:18]([CH2:22][CH3:23])[C:19]([OH:21])=O)[CH2:14][CH2:13]1.[Cl:24][C:25]1[CH:31]=[CH:30][C:28]([NH2:29])=[CH:27][CH:26]=1.CCN(C(C)C)C(C)C.C1CN([P+](ON2N=NC3C=CC=CC2=3)(N2CCCC2)N2CCCC2)CC1.F[P-](F)(F)(F)(F)F. Product: [Cl:24][C:25]1[CH:31]=[CH:30][C:28]([NH:29][C:19](=[O:21])[CH:18]([CH:15]2[CH2:14][CH2:13][N:12]([C:5]3[C:4]4[C:9](=[CH:10][CH:11]=[C:2]([F:1])[CH:3]=4)[N:8]=[CH:7][CH:6]=3)[CH2:17][CH2:16]2)[CH2:22][CH3:23])=[CH:27][CH:26]=1. The catalyst class is: 3.